From a dataset of Catalyst prediction with 721,799 reactions and 888 catalyst types from USPTO. Predict which catalyst facilitates the given reaction. (1) Reactant: [C:1]([C@@H:9]1[CH2:14][CH2:13][CH2:12][N:11]([C:15]([O:17][C:18]([CH3:21])([CH3:20])[CH3:19])=[O:16])[CH2:10]1)(=[O:8])[C:2]1[CH:7]=[CH:6][CH:5]=[CH:4][CH:3]=1.[B]1OC2C(=CC=CC=2)O1.O. Product: [OH:8][C@@H:1]([C:2]1[CH:3]=[CH:4][CH:5]=[CH:6][CH:7]=1)[C@@H:9]1[CH2:14][CH2:13][CH2:12][N:11]([C:15]([O:17][C:18]([CH3:19])([CH3:20])[CH3:21])=[O:16])[CH2:10]1. The catalyst class is: 28. (2) Reactant: [Cl:1][CH2:2][C:3]([C:15]1[CH:20]=[CH:19][C:18]([F:21])=[CH:17][C:16]=1[F:22])([OH:14])[CH:4]([O:6][Si](C(C)(C)C)(C)C)[CH3:5].CCCC[N+](CCCC)(CCCC)CCCC.[F-].O.C(OCC)(=O)C. Product: [Cl:1][CH2:2][C@@:3]([C:15]1[CH:20]=[CH:19][C:18]([F:21])=[CH:17][C:16]=1[F:22])([OH:14])[C@H:4]([OH:6])[CH3:5]. The catalyst class is: 1. (3) Reactant: [N+:1]([C:4]1[CH:5]=[C:6]2[C:10](=[CH:11][CH:12]=1)[CH2:9][NH:8][CH2:7]2)([O-:3])=[O:2].[CH3:13][C:14]([O:17][C:18](O[C:18]([O:17][C:14]([CH3:16])([CH3:15])[CH3:13])=[O:19])=[O:19])([CH3:16])[CH3:15]. Product: [N+:1]([C:4]1[CH:5]=[C:6]2[C:10](=[CH:11][CH:12]=1)[CH2:9][N:8]([C:18]([O:17][C:14]([CH3:16])([CH3:15])[CH3:13])=[O:19])[CH2:7]2)([O-:3])=[O:2]. The catalyst class is: 1. (4) Reactant: I[C:2]1[CH:3]=[CH:4][C:5]2[N:6]([CH:8]=[C:9]([NH:11][C:12]([CH:14]3[CH2:16][CH2:15]3)=[O:13])[N:10]=2)[N:7]=1.[NH2:17][C:18]1[C:19]([Cl:26])=[C:20]([OH:25])[C:21]([CH3:24])=[CH:22][CH:23]=1.C(=O)([O-])[O-].[K+].[K+]. Product: [NH2:17][C:18]1[C:19]([Cl:26])=[C:20]([C:21]([CH3:24])=[CH:22][CH:23]=1)[O:25][C:2]1[CH:3]=[CH:4][C:5]2[N:6]([CH:8]=[C:9]([NH:11][C:12]([CH:14]3[CH2:16][CH2:15]3)=[O:13])[N:10]=2)[N:7]=1. The catalyst class is: 35.